This data is from TCR-epitope binding with 47,182 pairs between 192 epitopes and 23,139 TCRs. The task is: Binary Classification. Given a T-cell receptor sequence (or CDR3 region) and an epitope sequence, predict whether binding occurs between them. (1) The epitope is AYILFTRFFYV. The TCR CDR3 sequence is CASSLERISTDTQYF. Result: 1 (the TCR binds to the epitope). (2) The epitope is ATDALMTGY. The TCR CDR3 sequence is CASSLPGGSTDTQYF. Result: 0 (the TCR does not bind to the epitope). (3) The epitope is FLKEKGGL. The TCR CDR3 sequence is CASSFGQGAYEQYF. Result: 0 (the TCR does not bind to the epitope). (4) The epitope is LPPAYTNSF. The TCR CDR3 sequence is CAISRDRGTDTQYF. Result: 1 (the TCR binds to the epitope). (5) The epitope is FLYALALLL. The TCR CDR3 sequence is CASSAGTSPTDTQYF. Result: 0 (the TCR does not bind to the epitope). (6) The epitope is FLPRVFSAV. The TCR CDR3 sequence is CASSLVFSGAKNIQYF. Result: 1 (the TCR binds to the epitope). (7) The epitope is KAYNVTQAF. The TCR CDR3 sequence is CASSQDRFQLNQPQHF. Result: 1 (the TCR binds to the epitope). (8) Result: 1 (the TCR binds to the epitope). The TCR CDR3 sequence is CASSHDLGANEKLFF. The epitope is SEVGPEHSLAEY.